Dataset: Full USPTO retrosynthesis dataset with 1.9M reactions from patents (1976-2016). Task: Predict the reactants needed to synthesize the given product. Given the product [C:1]1([C:7]2[C:8]([C:10]3[CH:18]=[CH:17][C:13]([C:14]([OH:16])=[O:15])=[CH:12][CH:11]=3)=[N:19][C:20]3[C:21]([CH:22]=2)=[CH:24][CH:25]=[CH:26][N:27]=3)[CH:6]=[CH:5][CH:4]=[CH:3][CH:2]=1, predict the reactants needed to synthesize it. The reactants are: [C:1]1([CH2:7][C:8]([C:10]2[CH:18]=[CH:17][C:13]([C:14]([OH:16])=[O:15])=[CH:12][CH:11]=2)=O)[CH:6]=[CH:5][CH:4]=[CH:3][CH:2]=1.[NH2:19][C:20]1[N:27]=[CH:26][CH:25]=[CH:24][C:21]=1[CH:22]=O.